This data is from Peptide-MHC class II binding affinity with 134,281 pairs from IEDB. The task is: Regression. Given a peptide amino acid sequence and an MHC pseudo amino acid sequence, predict their binding affinity value. This is MHC class II binding data. The peptide sequence is TKQQVFIQSEDPPVL. The MHC is HLA-DPA10103-DPB10401 with pseudo-sequence HLA-DPA10103-DPB10401. The binding affinity (normalized) is 0.0949.